This data is from Forward reaction prediction with 1.9M reactions from USPTO patents (1976-2016). The task is: Predict the product of the given reaction. (1) Given the reactants [C:1]([O:5][C:6]([N:8]1[CH2:13][CH2:12][N:11]([C:14]2[CH:19]=[N:18][CH:17]=[C:16]([Cl:20])[N:15]=2)[CH2:10][CH2:9]1)=[O:7])([CH3:4])([CH3:3])[CH3:2].C1C(=O)N([Br:28])C(=O)C1, predict the reaction product. The product is: [C:1]([O:5][C:6]([N:8]1[CH2:9][CH2:10][N:11]([C:14]2[CH:19]=[N:18][C:17]([Br:28])=[C:16]([Cl:20])[N:15]=2)[CH2:12][CH2:13]1)=[O:7])([CH3:4])([CH3:2])[CH3:3]. (2) Given the reactants [CH3:1][C:2]1[N:3]=[C:4]([NH:25][CH3:26])[S:5][C:6]=1[C:7]1[CH:12]=[CH:11][N:10]=[C:9]([NH:13][C:14]2[CH:15]=[C:16]([CH:22]=[CH:23][CH:24]=2)[CH2:17][NH:18]C(=O)C)[N:8]=1.Cl.CO, predict the reaction product. The product is: [NH2:18][CH2:17][C:16]1[CH:15]=[C:14]([NH:13][C:9]2[N:8]=[C:7]([C:6]3[S:5][C:4]([NH:25][CH3:26])=[N:3][C:2]=3[CH3:1])[CH:12]=[CH:11][N:10]=2)[CH:24]=[CH:23][CH:22]=1. (3) Given the reactants [Cl:1][C:2]1[C:3]2[C:7]([CH:8]=[CH:9][C:10]=1[CH3:11])=[N:6][N:5]1[C:12]([CH:17]3[CH2:22][CH2:21][N:20](C(OC(C)(C)C)=O)[CH2:19][CH2:18]3)=[CH:13][C:14](=[O:16])[NH:15][C:4]=21.Cl, predict the reaction product. The product is: [ClH:1].[Cl:1][C:2]1[C:3]2[C:7]([CH:8]=[CH:9][C:10]=1[CH3:11])=[N:6][N:5]1[C:12]([CH:17]3[CH2:18][CH2:19][NH:20][CH2:21][CH2:22]3)=[CH:13][C:14](=[O:16])[NH:15][C:4]=21.